Dataset: Peptide-MHC class II binding affinity with 134,281 pairs from IEDB. Task: Regression. Given a peptide amino acid sequence and an MHC pseudo amino acid sequence, predict their binding affinity value. This is MHC class II binding data. (1) The peptide sequence is EGHHLASAAIFGHDG. The MHC is HLA-DPA10201-DPB10501 with pseudo-sequence HLA-DPA10201-DPB10501. The binding affinity (normalized) is 0.0385. (2) The peptide sequence is VQYSRADEEQQQALS. The MHC is DRB1_1501 with pseudo-sequence DRB1_1501. The binding affinity (normalized) is 0.